This data is from Peptide-MHC class I binding affinity with 185,985 pairs from IEDB/IMGT. The task is: Regression. Given a peptide amino acid sequence and an MHC pseudo amino acid sequence, predict their binding affinity value. This is MHC class I binding data. The peptide sequence is PIQKETWETW. The MHC is HLA-B57:01 with pseudo-sequence HLA-B57:01. The binding affinity (normalized) is 0.189.